From a dataset of Reaction yield outcomes from USPTO patents with 853,638 reactions. Predict the reaction yield, written as a fraction of the theoretical maximum amount of product (1.0 means a 100% yield; for example, 0.34 means a 34% yield). The reactants are [F:1][C:2]1[C:7]([F:8])=[CH:6][CH:5]=[CH:4][C:3]=1[C@H:9]([NH2:11])[CH3:10].Br[CH2:13][C:14]1[CH:23]=[CH:22][C:17]([C:18]([O:20][CH3:21])=[O:19])=[CH:16][CH:15]=1.C([O-])([O-])=O.[K+].[K+]. The catalyst is CN(C=O)C.C(OCC)(=O)C.[Cl-].[Na+].O. The product is [F:1][C:2]1[C:7]([F:8])=[CH:6][CH:5]=[CH:4][C:3]=1[C@H:9]([NH:11][CH2:13][C:14]1[CH:23]=[CH:22][C:17]([C:18]([O:20][CH3:21])=[O:19])=[CH:16][CH:15]=1)[CH3:10]. The yield is 0.990.